Dataset: Catalyst prediction with 721,799 reactions and 888 catalyst types from USPTO. Task: Predict which catalyst facilitates the given reaction. Reactant: [CH2:1]([O:3][C:4]([C@H:6]1[C@H:10]([C:11]([OH:13])=[O:12])[CH2:9][N:8](CC2C=CC=CC=2)[CH2:7]1)=[O:5])[CH3:2].C(O[C:26](=[O:32])[O:27][C:28]([CH3:31])([CH3:30])[CH3:29])(C)(C)C.CCOC(C)=O. Product: [CH2:1]([O:3][C:4]([C@H:6]1[C@H:10]([C:11]([OH:13])=[O:12])[CH2:9][N:8]([C:26]([O:27][C:28]([CH3:29])([CH3:30])[CH3:31])=[O:32])[CH2:7]1)=[O:5])[CH3:2]. The catalyst class is: 320.